Dataset: Human liver microsome stability data. Task: Regression/Classification. Given a drug SMILES string, predict its absorption, distribution, metabolism, or excretion properties. Task type varies by dataset: regression for continuous measurements (e.g., permeability, clearance, half-life) or binary classification for categorical outcomes (e.g., BBB penetration, CYP inhibition). Dataset: hlm. (1) The molecule is CC[C@@H]1CCC[C@H](NC(=O)C=Cc2cc(Cl)ccc2-n2cnnn2)c2cc(ccn2)-c2ccc(NC(=O)OC)cc2NC1=O. The result is 0 (unstable in human liver microsomes). (2) The drug is O=C(CCc1ccccc1)N[C@@H](Cc1c[nH]c2ccccc12)C(=O)Nc1ccncc1. The result is 1 (stable in human liver microsomes). (3) The molecule is C=C(C)[C@@H]1CC[C@]2(CO)CC[C@]3(C)[C@H](CC[C@@H]4[C@@]5(C)CC=C(c6ccc(C(=O)O)cc6)C(C)(C)[C@@H]5CC[C@]43C)[C@@H]12. The result is 0 (unstable in human liver microsomes). (4) The molecule is O=C(O)Cc1ccccc1OCCC1Oc2ccccc2N(CCCCCCCO)C1=O. The result is 0 (unstable in human liver microsomes). (5) The compound is NC(=O)c1cncc(OCc2cccc(NC(=O)c3ccncc3)c2)c1. The result is 0 (unstable in human liver microsomes). (6) The result is 0 (unstable in human liver microsomes). The drug is O=C(c1cc2cc(C3CC3)ccc2[nH]1)N1CC(=O)N(Cc2cccc(OCCO)c2)[C@@H](Cc2ccccc2)C1. (7) The drug is N#CC1(n2cc([C@@H](NC(=O)c3ccc(O)nc3)C3CCCCC3)nn2)CC1. The result is 0 (unstable in human liver microsomes). (8) The molecule is N#Cc1cc(NC(=NO)c2nonc2SCCNC(=O)CS(N)(=O)=O)ccc1F. The result is 0 (unstable in human liver microsomes).